The task is: Predict which catalyst facilitates the given reaction.. This data is from Catalyst prediction with 721,799 reactions and 888 catalyst types from USPTO. (1) Reactant: [Li]C(C)(C)C.[CH3:6][CH2:7][CH2:8][CH2:9]C.Br[C:12]1[CH:13]=[N:14][C:15](=[CH:17]N(C)C)[CH:16]=1.ICCCC.C([O-])(O)=[O:27].[Na+]. Product: [CH2:6]([C:12]1[CH:16]=[C:15]([CH:17]=[O:27])[NH:14][CH:13]=1)[CH2:7][CH2:8][CH3:9]. The catalyst class is: 677. (2) Reactant: [O:1]1[CH2:6][CH2:5][CH:4]([NH:7][C:8]2[CH:14]=[CH:13][C:12]([C:15]3[O:16][C:17]4[CH:23]=[CH:22][CH:21]=[CH:20][C:18]=4[N:19]=3)=[CH:11][C:9]=2[NH2:10])[CH2:3][CH2:2]1.[CH:24](=O)[CH3:25].OOS([O-])=O.[K+].[C:33](=O)([O-])[O-].[K+].[K+]. Product: [CH3:24][C:25]1[N:7]([CH:4]2[CH2:3][CH2:2][O:1][CH2:6][CH2:5]2)[C:8]2[CH:14]=[CH:13][C:12]([C:15]3[O:16][C:17]4[CH:23]=[CH:22][CH:21]=[C:20]([CH3:33])[C:18]=4[N:19]=3)=[CH:11][C:9]=2[N:10]=1. The catalyst class is: 35. (3) Reactant: [Na].[CH2:2]([OH:4])[CH3:3].[CH:5]1[C:17]2C(C(O)=O)[C:15]3[C:10](=[CH:11][CH:12]=[CH:13][CH:14]=3)[C:9]=2[CH:8]=[CH:7][CH:6]=1.[CH3:21]I.[CH2:23]([O:25]CC)C. Product: [CH3:21][C:3]1([C:2]([O:25][CH3:23])=[O:4])[C:8]2[CH:7]=[CH:6][CH:5]=[CH:17][C:9]=2[C:10]2[C:15]1=[CH:14][CH:13]=[CH:12][CH:11]=2. The catalyst class is: 6.